This data is from Forward reaction prediction with 1.9M reactions from USPTO patents (1976-2016). The task is: Predict the product of the given reaction. (1) Given the reactants [NH2:1][C:2]1[CH:3]=[C:4]([CH:8]=[C:9]([O:11][CH3:12])[CH:10]=1)[C:5]([OH:7])=O.[NH2:13][CH2:14][CH2:15][O:16][CH2:17][CH2:18][O:19][CH2:20][CH2:21][C:22]([O:24][C:25]([CH3:28])([CH3:27])[CH3:26])=[O:23].C(N(CC)CC)C.C(P1(=O)OP(CCC)(=O)OP(CCC)(=O)O1)CC.CCOC(C)=O, predict the reaction product. The product is: [NH2:1][C:2]1[CH:3]=[C:4]([CH:8]=[C:9]([O:11][CH3:12])[CH:10]=1)[C:5]([NH:13][CH2:14][CH2:15][O:16][CH2:17][CH2:18][O:19][CH2:20][CH2:21][C:22]([O:24][C:25]([CH3:28])([CH3:27])[CH3:26])=[O:23])=[O:7]. (2) Given the reactants [N:1]1([C:7]2[CH:17]=[CH:16][CH:15]=[CH:14][C:8]=2[C:9]([O:11]CC)=[O:10])[CH2:6][CH2:5][O:4][CH2:3][CH2:2]1.[OH-].[Na+].ClCCl.C(O)C.N, predict the reaction product. The product is: [N:1]1([C:7]2[CH:17]=[CH:16][CH:15]=[CH:14][C:8]=2[C:9]([OH:11])=[O:10])[CH2:2][CH2:3][O:4][CH2:5][CH2:6]1. (3) Given the reactants [C:1]([O:9][CH2:10][CH3:11])(=[O:8])[CH2:2][CH2:3][CH2:4][CH2:5][CH:6]=C.N1C(C)=CC=CC=1C.C(Cl)Cl.[O:23]1CCOCC1, predict the reaction product. The product is: [O:23]=[CH:6][CH2:5][CH2:4][CH2:3][CH2:2][C:1]([O:9][CH2:10][CH3:11])=[O:8]. (4) Given the reactants [N+:1]([C:4]1[CH:12]=[CH:11][CH:10]=[C:9]2[C:5]=1[CH:6]=[CH:7][N:8]2[S:13]([C:16]1[CH:22]=[CH:21][C:19]([CH3:20])=[CH:18][CH:17]=1)(=[O:15])=[O:14])([O-])=O, predict the reaction product. The product is: [S:13]([N:8]1[C:9]2[CH:10]=[CH:11][CH:12]=[C:4]([NH2:1])[C:5]=2[CH:6]=[CH:7]1)([C:16]1[CH:17]=[CH:18][C:19]([CH3:20])=[CH:21][CH:22]=1)(=[O:14])=[O:15]. (5) Given the reactants [Br:1][C:2]1[CH:3]=[C:4]([NH:8][C:9]2[C:18]3[C:13](=[CH:14][C:15]([O:20][CH3:21])=[C:16]([OH:19])[CH:17]=3)[N:12]=[CH:11][N:10]=2)[CH:5]=[CH:6][CH:7]=1.C([O-])([O-])=O.[K+].[K+].[CH2:28](Br)[CH:29]=[CH2:30], predict the reaction product. The product is: [CH2:30]([O:19][C:16]1[CH:17]=[C:18]2[C:13](=[CH:14][C:15]=1[O:20][CH3:21])[N:12]=[CH:11][N:10]=[C:9]2[NH:8][C:4]1[CH:5]=[CH:6][CH:7]=[C:2]([Br:1])[CH:3]=1)[CH:29]=[CH2:28]. (6) The product is: [F:8][C:4]1[N:3]=[C:2]([F:1])[CH:7]=[CH:6][C:5]=1[C:14]([OH:16])=[O:15]. Given the reactants [F:1][C:2]1[CH:7]=[CH:6][CH:5]=[C:4]([F:8])[N:3]=1.C([Li])CCC.[C:14](=[O:16])=[O:15].O, predict the reaction product.